Dataset: Full USPTO retrosynthesis dataset with 1.9M reactions from patents (1976-2016). Task: Predict the reactants needed to synthesize the given product. (1) Given the product [NH2:1][C:4]1[C:9]2[NH:10][C:11]([C:17]3[CH:22]=[CH:21][CH:20]=[CH:19][N:18]=3)([C:14]([NH2:16])=[O:15])[CH2:12][O:13][C:8]=2[CH:7]=[CH:6][CH:5]=1, predict the reactants needed to synthesize it. The reactants are: [N+:1]([C:4]1[C:9]2[NH:10][C:11]([C:17]3[CH:22]=[CH:21][CH:20]=[CH:19][N:18]=3)([C:14]([NH2:16])=[O:15])[CH2:12][O:13][C:8]=2[CH:7]=[CH:6][CH:5]=1)([O-])=O.[H][H]. (2) Given the product [Cl:63][C:44]1[CH:43]=[C:42](/[CH:9]=[CH:8]/[C:10]2[CH:18]=[CH:17][C:13]([C:14]([OH:16])=[O:15])=[CH:12][CH:11]=2)[CH:47]=[CH:46][C:45]=1[CH:48]([CH3:62])[C:49]([OH:54])([C:55]1[CH:60]=[CH:59][N:58]=[C:57]([CH3:61])[CH:56]=1)[C:50]([F:52])([F:53])[F:51], predict the reactants needed to synthesize it. The reactants are: C(N(CC)CC)C.[CH:8]([C:10]1[CH:18]=[CH:17][C:13]([C:14]([OH:16])=[O:15])=[CH:12][CH:11]=1)=[CH2:9].C1(C)C=CC=CC=1P(C1C=CC=CC=1C)C1C=CC=CC=1C.Br[C:42]1[CH:47]=[CH:46][C:45]([CH:48]([CH3:62])[C:49]([C:55]2[CH:60]=[CH:59][N:58]=[C:57]([CH3:61])[CH:56]=2)([OH:54])[C:50]([F:53])([F:52])[F:51])=[C:44]([Cl:63])[CH:43]=1. (3) Given the product [CH:54]1[C:62]2[C:61]3[CH:63]=[CH:64][CH:65]=[CH:66][C:60]=3[S:59][C:58]=2[C:57]([C:67]2[CH:68]=[C:69]([C:73]3[CH:78]=[CH:77][CH:76]=[C:75]([C:7]4[CH:22]=[CH:21][C:10]5[S:11][C:12]6[S:16][C:15]7[CH:17]=[CH:18][CH:19]=[CH:20][C:14]=7[C:13]=6[C:9]=5[CH:8]=4)[CH:74]=3)[CH:70]=[CH:71][CH:72]=2)=[CH:56][CH:55]=1, predict the reactants needed to synthesize it. The reactants are: FC(F)(F)S(O[C:7]1[CH:22]=[CH:21][C:10]2[S:11][C:12]3[S:16][C:15]4[CH:17]=[CH:18][CH:19]=[CH:20][C:14]=4[C:13]=3[C:9]=2[CH:8]=1)(=O)=O.C1(P(C2CCCCC2)C2C=CC=CC=2C2C(OC)=CC=CC=2OC)CCCCC1.[CH:54]1[C:62]2[C:61]3[CH:63]=[CH:64][CH:65]=[CH:66][C:60]=3[S:59][C:58]=2[C:57]([C:67]2[CH:68]=[C:69]([C:73]3[CH:78]=[CH:77][CH:76]=[C:75](B4OC(C)(C)C(C)(C)O4)[CH:74]=3)[CH:70]=[CH:71][CH:72]=2)=[CH:56][CH:55]=1.[O-]P([O-])([O-])=O.[K+].[K+].[K+]. (4) Given the product [F:31][C:32]1[CH:33]=[C:34]([S:38]([NH:2][C@H:3]([C:5]([N:7]2[C:13](=[O:14])[CH:12]([CH3:15])[C:11]3[CH:16]=[CH:17][CH:18]=[CH:19][C:10]=3[C:9]3[C:20]([NH2:24])=[CH:21][CH:22]=[CH:23][C:8]2=3)=[O:6])[CH3:4])(=[O:40])=[O:39])[CH:35]=[CH:36][CH:37]=1, predict the reactants needed to synthesize it. The reactants are: Cl.[NH2:2][C@H:3]([C:5]([N:7]1[C:13](=[O:14])[CH:12]([CH3:15])[C:11]2[CH:16]=[CH:17][CH:18]=[CH:19][C:10]=2[C:9]2[C:20]([NH2:24])=[CH:21][CH:22]=[CH:23][C:8]1=2)=[O:6])[CH3:4].N1C=CC=CC=1.[F:31][C:32]1[CH:33]=[C:34]([S:38](Cl)(=[O:40])=[O:39])[CH:35]=[CH:36][CH:37]=1.